This data is from Reaction yield outcomes from USPTO patents with 853,638 reactions. The task is: Predict the reaction yield, written as a fraction of the theoretical maximum amount of product (1.0 means a 100% yield; for example, 0.34 means a 34% yield). (1) The reactants are [Cl-].[Cl-].[Cl-].[Al+3].Cl[C:6](=[O:11])[C:7]([O:9][CH3:10])=[O:8].[Cl:12][C:13]1[CH:18]=[CH:17][CH:16]=[CH:15][C:14]=1[S:19][CH3:20]. The catalyst is C(Cl)(Cl)Cl. The product is [CH3:10][O:9][C:7](=[O:8])[C:6]([C:17]1[CH:16]=[CH:15][C:14]([S:19][CH3:20])=[C:13]([Cl:12])[CH:18]=1)=[O:11]. The yield is 0.600. (2) The reactants are Cl[S:2]([C:5]1[CH:13]=[CH:12][C:8]([C:9]([OH:11])=[O:10])=[CH:7][CH:6]=1)(=[O:4])=[O:3].[NH:14]1[CH2:18][CH2:17][CH2:16][CH2:15]1. The catalyst is ClCCl. The product is [N:14]1([S:2]([C:5]2[CH:13]=[CH:12][C:8]([C:9]([OH:11])=[O:10])=[CH:7][CH:6]=2)(=[O:4])=[O:3])[CH2:18][CH2:17][CH2:16][CH2:15]1. The yield is 0.300. (3) The reactants are Cl.NC1C=CC2C3SC(C(N(C4C=CC=CC=4Cl)C)=O)=CC=3CCOC=2C=1.C(N(CC)CC)C.C(OCC(Cl)=O)C1C=CC=CC=1.C([O:54][CH2:55][C:56]([NH:58][C:59]1[CH:60]=[CH:61][C:62]2[C:68]3[S:69][C:70]([C:72]([N:74]([C:76]4[CH:81]=[CH:80][CH:79]=[CH:78][C:77]=4[Cl:82])[CH3:75])=[O:73])=[CH:71][C:67]=3[CH2:66][CH2:65][O:64][C:63]=2[CH:83]=1)=[O:57])C1C=CC=CC=1. The catalyst is C(Cl)Cl.C(O)(C(F)(F)F)=O.C(S(O)(=O)=O)(F)(F)F. The product is [Cl:82][C:77]1[CH:78]=[CH:79][CH:80]=[CH:81][C:76]=1[N:74]([CH3:75])[C:72]([C:70]1[S:69][C:68]2[C:62]3[CH:61]=[CH:60][C:59]([NH:58][C:56](=[O:57])[CH2:55][OH:54])=[CH:83][C:63]=3[O:64][CH2:65][CH2:66][C:67]=2[CH:71]=1)=[O:73]. The yield is 0.640. (4) The reactants are [CH2:1]([O:8][C:9]([N:11]1[CH2:17][CH2:16][CH2:15][NH:14][CH2:13][CH2:12]1)=[O:10])[C:2]1[CH:7]=[CH:6][CH:5]=[CH:4][CH:3]=1.C(=O)([O-])[O-].[K+].[K+].[CH3:24][N:25]([CH3:29])[CH2:26][CH2:27]Cl. The catalyst is CN(C)C=O. The product is [CH2:1]([O:8][C:9]([N:11]1[CH2:17][CH2:16][CH2:15][N:14]([CH2:27][CH2:26][N:25]([CH3:29])[CH3:24])[CH2:13][CH2:12]1)=[O:10])[C:2]1[CH:7]=[CH:6][CH:5]=[CH:4][CH:3]=1. The yield is 0.245. (5) The reactants are C[Al](C)C.[N:5]1[CH:10]=[CH:9][CH:8]=[CH:7][C:6]=1[NH2:11].[Si:12]([O:19][CH:20]1[CH2:23][N:22]([CH2:24][C@H:25]([O:30][C:31]2[N:36]=[CH:35][N:34]=[C:33]3[N:37]([C:40]4[C:45]([Cl:46])=[CH:44][CH:43]=[CH:42][C:41]=4[Cl:47])[N:38]=[CH:39][C:32]=23)[C:26](OC)=[O:27])[CH2:21]1)([C:15]([CH3:18])([CH3:17])[CH3:16])([CH3:14])[CH3:13].C(O)(=O)CC(CC(O)=O)(C(O)=O)O. The catalyst is C1(C)C=CC=CC=1.O.C(Cl)Cl. The product is [Si:12]([O:19][CH:20]1[CH2:21][N:22]([CH2:24][C@H:25]([O:30][C:31]2[N:36]=[CH:35][N:34]=[C:33]3[N:37]([C:40]4[C:41]([Cl:47])=[CH:42][CH:43]=[CH:44][C:45]=4[Cl:46])[N:38]=[CH:39][C:32]=23)[C:26]([NH:11][C:6]2[CH:7]=[CH:8][CH:9]=[CH:10][N:5]=2)=[O:27])[CH2:23]1)([C:15]([CH3:17])([CH3:18])[CH3:16])([CH3:13])[CH3:14]. The yield is 0.679. (6) The reactants are [Cl:1][C:2]1[CH:9]=[C:8]([C:10]2[CH:14]=[CH:13][NH:12][N:11]=2)[CH:7]=[CH:6][C:3]=1[C:4]#[N:5].O[CH2:16][CH:17]([NH:21]C(=O)OC(C)(C)C)[CH:18]([CH3:20])[CH3:19]. No catalyst specified. The product is [NH2:21][CH:17]([CH:18]([CH3:20])[CH3:19])[CH2:16][N:12]1[CH:13]=[CH:14][C:10]([C:8]2[CH:7]=[CH:6][C:3]([C:4]#[N:5])=[C:2]([Cl:1])[CH:9]=2)=[N:11]1. The yield is 0.220. (7) The product is [N:1]([CH2:4][C@H:5]([NH:6][C:27](=[O:28])[C@H:26]([C:20]1[CH:25]=[CH:24][CH:23]=[CH:22][CH:21]=1)[CH3:30])[C:7]1[CH:12]=[CH:11][C:10]([O:13][CH2:14][CH:15]([CH3:19])[CH2:16][CH2:17][CH3:18])=[CH:9][CH:8]=1)=[N+:2]=[N-:3]. The yield is 0.920. The catalyst is ClCCl. The reactants are [N:1]([CH2:4][C@@H:5]([C:7]1[CH:12]=[CH:11][C:10]([O:13][CH2:14][CH:15]([CH3:19])[CH2:16][CH2:17][CH3:18])=[CH:9][CH:8]=1)[NH2:6])=[N+:2]=[N-:3].[C:20]1([C@H:26]([CH3:30])[C:27](O)=[O:28])[CH:25]=[CH:24][CH:23]=[CH:22][CH:21]=1.C(N(CC)C(C)C)(C)C.CN(C(ON1N=NC2C=CC=NC1=2)=[N+](C)C)C.F[P-](F)(F)(F)(F)F.C([O-])(O)=O.[Na+]. (8) The product is [C:1]([O:4][C@H:5]1[C@@H:19]([O:20][C:21](=[O:23])[CH3:22])[C@H:18]([O:24][C:25](=[O:27])[CH3:26])[C@@H:17]([CH2:28][O:29][C:30](=[O:32])[CH3:31])[O:16][C@@H:6]1[O:7][C:8]1[CH:13]=[CH:12][C:11]([N:81]2[C:82]3[C:78](=[CH:77][C:76]([N+:73]([O-:75])=[O:74])=[CH:84][CH:83]=3)[CH2:79][CH2:80]2)=[CH:10][C:9]=1[Cl:15])(=[O:3])[CH3:2]. The yield is 0.560. The catalyst is C1(C)C=CC=CC=1.C1C=CC(/C=C/C(/C=C/C2C=CC=CC=2)=O)=CC=1.C1C=CC(/C=C/C(/C=C/C2C=CC=CC=2)=O)=CC=1.C1C=CC(/C=C/C(/C=C/C2C=CC=CC=2)=O)=CC=1.[Pd].[Pd].CCOC(C)=O. The reactants are [C:1]([O:4][C@H:5]1[C@@H:19]([O:20][C:21](=[O:23])[CH3:22])[C@H:18]([O:24][C:25](=[O:27])[CH3:26])[C@@H:17]([CH2:28][O:29][C:30](=[O:32])[CH3:31])[O:16][C@@H:6]1[O:7][C:8]1[CH:13]=[CH:12][C:11](I)=[CH:10][C:9]=1[Cl:15])(=[O:3])[CH3:2].C([O-])([O-])=O.[Cs+].[Cs+].CC(C1C=C(C(C)C)C(C2C=CC=CC=2P(C2CCCCC2)C2CCCCC2)=C(C(C)C)C=1)C.[N+:73]([C:76]1[CH:77]=[C:78]2[C:82](=[CH:83][CH:84]=1)[NH:81][CH2:80][CH2:79]2)([O-:75])=[O:74].